Regression. Given two drug SMILES strings and cell line genomic features, predict the synergy score measuring deviation from expected non-interaction effect. From a dataset of NCI-60 drug combinations with 297,098 pairs across 59 cell lines. Drug 1: CN1CCC(CC1)COC2=C(C=C3C(=C2)N=CN=C3NC4=C(C=C(C=C4)Br)F)OC. Drug 2: CC1C(C(=O)NC(C(=O)N2CCCC2C(=O)N(CC(=O)N(C(C(=O)O1)C(C)C)C)C)C(C)C)NC(=O)C3=C4C(=C(C=C3)C)OC5=C(C(=O)C(=C(C5=N4)C(=O)NC6C(OC(=O)C(N(C(=O)CN(C(=O)C7CCCN7C(=O)C(NC6=O)C(C)C)C)C)C(C)C)C)N)C. Cell line: T-47D. Synergy scores: CSS=3.00, Synergy_ZIP=5.36, Synergy_Bliss=6.53, Synergy_Loewe=5.27, Synergy_HSA=5.88.